Dataset: Merck oncology drug combination screen with 23,052 pairs across 39 cell lines. Task: Regression. Given two drug SMILES strings and cell line genomic features, predict the synergy score measuring deviation from expected non-interaction effect. Drug 1: CC1CC2C3CCC4=CC(=O)C=CC4(C)C3(F)C(O)CC2(C)C1(O)C(=O)CO. Drug 2: Cn1nnc2c(C(N)=O)ncn2c1=O. Cell line: SKMEL30. Synergy scores: synergy=19.0.